The task is: Predict the reactants needed to synthesize the given product.. This data is from Full USPTO retrosynthesis dataset with 1.9M reactions from patents (1976-2016). Given the product [C:37]([C:2]1[N:7]=[CH:6][C:5]([NH:8][C:9](=[O:31])[CH2:10][N:11]2[C@@H:15]([CH2:16][CH:17]([CH3:18])[CH3:19])[CH2:14][N:13]([C:20]3[CH:21]=[N:22][C:23]([C:26]([F:29])([F:27])[F:28])=[CH:24][CH:25]=3)[C:12]2=[O:30])=[CH:4][CH:3]=1)(=[O:39])[CH3:38], predict the reactants needed to synthesize it. The reactants are: Br[C:2]1[N:7]=[CH:6][C:5]([NH:8][C:9](=[O:31])[CH2:10][N:11]2[C@@H:15]([CH2:16][CH:17]([CH3:19])[CH3:18])[CH2:14][N:13]([C:20]3[CH:21]=[N:22][C:23]([C:26]([F:29])([F:28])[F:27])=[CH:24][CH:25]=3)[C:12]2=[O:30])=[CH:4][CH:3]=1.C([Sn](CCCC)(CCCC)[C:37]([O:39]CC)=[CH2:38])CCC.C(=O)([O-])O.[Na+].